Dataset: Full USPTO retrosynthesis dataset with 1.9M reactions from patents (1976-2016). Task: Predict the reactants needed to synthesize the given product. Given the product [ClH:48].[C:1]1([C:37]2[CH:42]=[CH:41][CH:40]=[CH:39][CH:38]=2)[CH:6]=[CH:5][C:4]([C:7]([O:9][C@@H:10]2[C@@H:15]([C:16]3[CH:21]=[CH:20][CH:19]=[C:18]([OH:22])[CH:17]=3)[CH2:14][CH2:13][NH:12][CH2:11]2)=[O:8])=[CH:3][CH:2]=1, predict the reactants needed to synthesize it. The reactants are: [C:1]1([C:37]2[CH:42]=[CH:41][CH:40]=[CH:39][CH:38]=2)[CH:6]=[CH:5][C:4]([C:7]([O:9][C@@H:10]2[C@@H:15]([C:16]3[CH:21]=[CH:20][CH:19]=[C:18]([O:22][Si](C(C)(C)C)(C)C)[CH:17]=3)[CH2:14][CH2:13][N:12](C(OC(C)(C)C)=O)[CH2:11]2)=[O:8])=[CH:3][CH:2]=1.C(OCC)C.[ClH:48].